Predict the reaction yield, written as a fraction of the theoretical maximum amount of product (1.0 means a 100% yield; for example, 0.34 means a 34% yield). From a dataset of Reaction yield outcomes from USPTO patents with 853,638 reactions. (1) The reactants are C([O:4][C@@H:5]1[CH2:21][C@H:20]2[C@@:8]([CH3:32])([CH:9]3[CH:17]([CH2:18][CH2:19]2)[CH:16]2[C@@:12]([CH3:31])([C:13]([N:22]4[C:26]5[CH:27]=[CH:28][CH:29]=[CH:30][C:25]=5[N:24]=[CH:23]4)=[CH:14][CH2:15]2)[CH2:11][CH2:10]3)[CH2:7][CH2:6]1)(=O)C.[OH-].[K+]. The catalyst is CO. The product is [N:22]1([C:13]2[C@:12]3([CH3:31])[CH:16]([CH:17]4[CH:9]([CH2:10][CH2:11]3)[C@:8]3([CH3:32])[C@H:20]([CH2:21][C@@H:5]([OH:4])[CH2:6][CH2:7]3)[CH2:19][CH2:18]4)[CH2:15][CH:14]=2)[C:26]2[CH:27]=[CH:28][CH:29]=[CH:30][C:25]=2[N:24]=[CH:23]1. The yield is 0.630. (2) The reactants are [OH:1][C:2]1[C:3]([O:25][CH3:26])=[CH:4][C:5]([C:16]([N:18]2[CH2:22][CH2:21][CH2:20][C@H:19]2[CH2:23][OH:24])=[O:17])=[C:6]([NH:8][C:9](=[O:15])[O:10][C:11]([CH3:14])([CH3:13])[CH3:12])[CH:7]=1.Br[CH2:28][CH2:29][CH2:30][CH2:31][CH2:32][C:33]([O:35][CH2:36][C:37]([Cl:40])([Cl:39])[Cl:38])=[O:34].C([O-])([O-])=O.[K+].[K+]. The catalyst is CC(N(C)C)=O. The product is [C:11]([O:10][C:9]([NH:8][C:6]1[C:5]([C:16]([N:18]2[CH2:22][CH2:21][CH2:20][C@H:19]2[CH2:23][OH:24])=[O:17])=[CH:4][C:3]([O:25][CH3:26])=[C:2]([CH:7]=1)[O:1][CH2:28][CH2:29][CH2:30][CH2:31][CH2:32][C:33]([O:35][CH2:36][C:37]([Cl:38])([Cl:39])[Cl:40])=[O:34])=[O:15])([CH3:14])([CH3:13])[CH3:12]. The yield is 0.760. (3) The reactants are [Cl:1][C:2]1[CH:3]=[C:4]([CH:7]=[C:8]([Cl:10])[CH:9]=1)[CH:5]=[O:6].[F:11][C:12]([Si](C)(C)C)([F:14])[F:13].CCCC[N+](CCCC)(CCCC)CCCC.[F-]. The product is [Cl:1][C:2]1[CH:3]=[C:4]([CH:5]([OH:6])[C:12]([F:14])([F:13])[F:11])[CH:7]=[C:8]([Cl:10])[CH:9]=1. The catalyst is C1COCC1.Cl.O. The yield is 0.600.